This data is from Drug-target binding data from BindingDB using IC50 measurements. The task is: Regression. Given a target protein amino acid sequence and a drug SMILES string, predict the binding affinity score between them. We predict pIC50 (pIC50 = -log10(IC50 in M); higher means more potent). Dataset: bindingdb_ic50. (1) The drug is Cc1c(F)cccc1CCCCOc1ccc(C#Cc2cccc3c(CCCC(=O)O)c(C)n(CCCC(=O)O)c23)cc1. The target protein sequence is MEPNNSSSRNCMIQESFKKEFYPVTYLVIFVWGALGNGLSIYVFLQTYKKSTSANVFMLNLAMSDLLFISTLPFRAHYYLNNSNWIFGDVPCRIMSYSLYVNMYTSIYFLTVLSVVRFLATVHPFRLLHVTSFRSAWILCGIIWIFTMASAAVLLMHGSEPKNSITTCLELDIRKVGKLKVMNHIALVVGFLLPFFTLSICYLLVIRVLLKVEIPESTLRASHRKALITIIIALITFLLCFLPYHTLRTLHLITWNKDSCGNGLHKAVVITLALAAANSCVNPFLYYFAGENFKDKLKAVFIKDHPQKAKCSFPICL. The pIC50 is 7.9. (2) The small molecule is CCCCCCCCCC(=O)O[C@@H]1[C@H](OC)[C@@H]([C@@H](O[C@H]2OC(C(=O)N[C@H]3CCCCNC3=O)=C[C@H](O)[C@@H]2O)C(N)=O)O[C@H]1n1ccc(=O)[nH]c1=O. The target protein (P0A6W3) has sequence MLVWLAEHLVKYYSGFNVFSYLTFRAIVSLLTALFISLWMGPRMIAHLQKLSFGQVVRNDGPESHFSKRGTPTMGGIMILTAIVISVLLWAYPSNPYVWCVLVVLVGYGVIGFVDDYRKVVRKDTKGLIARWKYFWMSVIALGVAFALYLAGKDTPATQLVVPFFKDVMPQLGLFYILLAYFVIVGTGNAVNLTDGLDGLAIMPTVFVAGGFALVAWATGNMNFASYLHIPYLRHAGELVIVCTAIVGAGLGFLWFNTYPAQVFMGDVGSLALGGALGIIAVLLRQEFLLVIMGGVFVVETLSVILQVGSFKLRGQRIFRMAPIHHHYELKGWPEPRVIVRFWIISLMLVLIGLATLKVR. The pIC50 is 6.5.